Dataset: Full USPTO retrosynthesis dataset with 1.9M reactions from patents (1976-2016). Task: Predict the reactants needed to synthesize the given product. (1) The reactants are: [CH2:1]([C:5]1[N:6]=[C:7]([CH3:27])[NH:8][C:9](=[O:26])[C:10]=1[CH2:11][C:12]1[CH:17]=[CH:16][C:15]([C:18]2[C:19]([C:24]#[N:25])=[CH:20][CH:21]=[CH:22][CH:23]=2)=[CH:14][CH:13]=1)[CH2:2][CH2:3][CH3:4].[H-].[Na+].Br[CH2:31][C:32]1[S:33][CH:34]=[CH:35][CH:36]=1.[Cl-].O[NH3+:39].[C:40](=[O:43])([O-])[OH:41].[Na+]. Given the product [CH2:1]([C:5]1[N:6]=[C:7]([CH3:27])[N:8]([CH2:31][C:32]2[S:33][CH:34]=[CH:35][CH:36]=2)[C:9](=[O:26])[C:10]=1[CH2:11][C:12]1[CH:17]=[CH:16][C:15]([C:18]2[CH:23]=[CH:22][CH:21]=[CH:20][C:19]=2[C:24]2[NH:39][C:40](=[O:43])[O:41][N:25]=2)=[CH:14][CH:13]=1)[CH2:2][CH2:3][CH3:4], predict the reactants needed to synthesize it. (2) Given the product [CH3:1][O:2][C:3](=[O:19])[CH:4]([CH:14]1[CH2:18][CH2:17][CH2:16][N:15]1[C:26]([C:23]1[CH:24]=[CH:25][C:20]([C:29]2[CH:30]=[CH:31][CH:32]=[CH:33][CH:34]=2)=[CH:21][CH:22]=1)=[O:27])[CH2:5][C:6]1[CH:11]=[CH:10][CH:9]=[C:8]([C:12]#[N:13])[CH:7]=1, predict the reactants needed to synthesize it. The reactants are: [CH3:1][O:2][C:3](=[O:19])[CH:4]([CH:14]1[CH2:18][CH2:17][CH2:16][NH:15]1)[CH2:5][C:6]1[CH:11]=[CH:10][CH:9]=[C:8]([C:12]#[N:13])[CH:7]=1.[C:20]1([C:29]2[CH:34]=[CH:33][CH:32]=[CH:31][CH:30]=2)[CH:25]=[CH:24][C:23]([C:26](O)=[O:27])=[CH:22][CH:21]=1.C(N(C(C)C)CC)(C)C.CN(C(ON1N=NC2C=CC=CC1=2)=[N+](C)C)C.[B-](F)(F)(F)F. (3) Given the product [NH2:41][C@H:39]([C:40]1[N:6]([CH2:7][CH2:8][N:9]2[CH2:13][CH2:12][CH2:11][CH2:10]2)[C:4](=[O:5])[C:3]2[C:14]([CH:18]=1)=[CH:15][CH:16]=[CH:17][C:2]=2[Cl:1])[CH3:38], predict the reactants needed to synthesize it. The reactants are: [Cl:1][C:2]1[CH:17]=[CH:16][CH:15]=[C:14]([CH3:18])[C:3]=1[C:4]([NH:6][CH2:7][CH2:8][N:9]1[CH2:13][CH2:12][CH2:11][CH2:10]1)=[O:5].CN(P(N(C)C)(N(C)C)=O)C.C([Li])CCC.CON(C)[C:38](=O)[C@@H:39]([NH:41]C(=O)OC(C)(C)C)[CH3:40].